This data is from Reaction yield outcomes from USPTO patents with 853,638 reactions. The task is: Predict the reaction yield, written as a fraction of the theoretical maximum amount of product (1.0 means a 100% yield; for example, 0.34 means a 34% yield). (1) The reactants are [C:1]([NH:4][NH2:5])(=[O:3])[CH3:2].Br[C:7]1[CH:14]=[CH:13][CH:12]=[CH:11][C:8]=1[CH2:9]Br. The catalyst is C(O)C. The product is [CH2:9]([NH:5][NH:4][C:1](=[O:3])[CH3:2])[C:8]1[CH:11]=[CH:12][CH:13]=[CH:14][CH:7]=1. The yield is 0.870. (2) The reactants are Cl[C:2]1[C:11]2[C:6](=[CH:7][CH:8]=[C:9]([F:12])[CH:10]=2)[N:5]=[CH:4][CH:3]=1.[C:13]([N:20]1[CH2:25][CH2:24][NH:23][CH2:22][CH2:21]1)([O:15][C:16]([CH3:19])([CH3:18])[CH3:17])=[O:14].CCN(C(C)C)C(C)C. The catalyst is CN1C(=O)CCC1. The product is [F:12][C:9]1[CH:10]=[C:11]2[C:6](=[CH:7][CH:8]=1)[N:5]=[CH:4][CH:3]=[C:2]2[N:23]1[CH2:22][CH2:21][N:20]([C:13]([O:15][C:16]([CH3:19])([CH3:18])[CH3:17])=[O:14])[CH2:25][CH2:24]1. The yield is 0.770. (3) The reactants are [CH3:1][O:2][CH2:3][CH2:4][O:5][CH2:6][O:7][C:8]1[CH:15]=[CH:14][C:11]([CH:12]=O)=[CH:10][CH:9]=1.[CH3:16][N+:17]([O-:19])=[O:18]. The catalyst is C1COCC1. The product is [CH3:1][O:2][CH2:3][CH2:4][O:5][CH2:6][O:7][C:8]1[CH:15]=[CH:14][C:11](/[CH:12]=[CH:16]/[N+:17]([O-:19])=[O:18])=[CH:10][CH:9]=1. The yield is 0.790. (4) The reactants are O1[C:5]2([CH2:10][CH2:9][CH:8]([N:11]3[C:16](=[O:17])[C:15]([CH2:18][C:19]4[S:23][C:22]([C:24]5[CH:31]=[CH:30][CH:29]=[CH:28][C:25]=5[C:26]#[N:27])=[CH:21][CH:20]=4)=[C:14]([CH2:32][CH2:33][CH3:34])[N:13]4[N:35]=[CH:36][N:37]=[C:12]34)[CH2:7][CH2:6]2)[O:4]CC1.Cl.O1CCCC1. The catalyst is C(OCC)(=O)C. The product is [OH:4][C@H:5]1[CH2:10][CH2:9][C@H:8]([N:11]2[C:16](=[O:17])[C:15]([CH2:18][C:19]3[S:23][C:22]([C:24]4[CH:31]=[CH:30][CH:29]=[CH:28][C:25]=4[C:26]#[N:27])=[CH:21][CH:20]=3)=[C:14]([CH2:32][CH2:33][CH3:34])[N:13]3[N:35]=[CH:36][N:37]=[C:12]23)[CH2:7][CH2:6]1. The yield is 0.630. (5) The reactants are [C:1]([C:4]1[CH:5]=[N:6][C:7]([N:10]2[CH2:15][CH2:14][CH:13]([C:16]3[CH:17]=[CH:18][C:19]([CH2:22][O:23][C:24]4[CH:29]=[CH:28][C:27]([S:30]([CH3:33])(=[O:32])=[O:31])=[CH:26][CH:25]=4)=[N:20][CH:21]=3)[CH2:12][CH2:11]2)=[N:8][CH:9]=1)([CH3:3])=[CH2:2]. The catalyst is CO.[C].[Pd]. The product is [CH:1]([C:4]1[CH:5]=[N:6][C:7]([N:10]2[CH2:15][CH2:14][CH:13]([C:16]3[CH:17]=[CH:18][C:19]([CH2:22][O:23][C:24]4[CH:25]=[CH:26][C:27]([S:30]([CH3:33])(=[O:31])=[O:32])=[CH:28][CH:29]=4)=[N:20][CH:21]=3)[CH2:12][CH2:11]2)=[N:8][CH:9]=1)([CH3:3])[CH3:2]. The yield is 0.710. (6) The reactants are [OH-].[Na+].C([O:6][CH2:7][C:8]([CH3:49])([CH3:48])[CH2:9][N:10]1[C:16]2[CH:17]=[CH:18][C:19]([Cl:21])=[CH:20][C:15]=2[C@@H:14]([C:22]2[CH:27]=[CH:26][CH:25]=[C:24]([O:28][CH3:29])[C:23]=2[O:30][CH3:31])[O:13][C@H:12]([CH2:32][C:33]([C:35]2[N:39]=[C:38]([CH2:40][CH2:41][C:42]([O:44]CC)=[O:43])[O:37][N:36]=2)=[O:34])[C:11]1=[O:47])(=O)C.Cl. The catalyst is C(O)C. The product is [Cl:21][C:19]1[CH:18]=[CH:17][C:16]2[N:10]([CH2:9][C:8]([CH3:48])([CH3:49])[CH2:7][OH:6])[C:11](=[O:47])[C@@H:12]([CH2:32][C:33]([C:35]3[N:39]=[C:38]([CH2:40][CH2:41][C:42]([OH:44])=[O:43])[O:37][N:36]=3)=[O:34])[O:13][C@H:14]([C:22]3[CH:27]=[CH:26][CH:25]=[C:24]([O:28][CH3:29])[C:23]=3[O:30][CH3:31])[C:15]=2[CH:20]=1. The yield is 0.170. (7) The reactants are [CH3:1][O:2][C:3]1[CH:8]=[CH:7][C:6]([S:9]([N:12]2[C:16]([C:17]3[CH:22]=[CH:21][CH:20]=[CH:19][CH:18]=3)=[CH:15][C:14]([C:23](OCC)=[O:24])=[CH:13]2)(=[O:11])=[O:10])=[CH:5][CH:4]=1.[H-].C([Al+]CC(C)C)C(C)C.Cl. The catalyst is O1CCCC1.C1(C)C=CC=CC=1. The product is [CH3:1][O:2][C:3]1[CH:4]=[CH:5][C:6]([S:9]([N:12]2[C:16]([C:17]3[CH:22]=[CH:21][CH:20]=[CH:19][CH:18]=3)=[CH:15][C:14]([CH:23]=[O:24])=[CH:13]2)(=[O:10])=[O:11])=[CH:7][CH:8]=1. The yield is 0.650. (8) The reactants are [CH3:1][Mg]Br.[Cl:4][C:5]1[S:9][C:8]([S:10]([NH:13][C@H:14]([CH:20]=[O:21])[CH:15]([CH2:18][CH3:19])[CH2:16][CH3:17])(=[O:12])=[O:11])=[CH:7][CH:6]=1. The catalyst is C1(C)C=CC=CC=1.C1COCC1.C1COCC1. The product is [Cl:4][C:5]1[S:9][C:8]([S:10]([NH:13][C@H:14]([CH:20]([OH:21])[CH3:1])[CH:15]([CH2:16][CH3:17])[CH2:18][CH3:19])(=[O:12])=[O:11])=[CH:7][CH:6]=1. The yield is 0.830.